From a dataset of Forward reaction prediction with 1.9M reactions from USPTO patents (1976-2016). Predict the product of the given reaction. (1) Given the reactants [CH:1]1([C:4]2[N:8]([CH3:9])[C:7]3[CH:10]=[C:11]([N:14]4[CH:19]=[CH:18][C:17]([CH2:20][OH:21])=[CH:16][C:15]4=[O:22])[CH:12]=[CH:13][C:6]=3[N:5]=2)[CH2:3][CH2:2]1.[Cl:23][C:24]1[CH:29]=[CH:28][C:27](O)=[CH:26][CH:25]=1.C(P(CCCC)CCCC)CCC.N(C(N1CCCCC1)=O)=NC(N1CCCCC1)=O, predict the reaction product. The product is: [Cl:23][C:24]1[CH:29]=[CH:28][C:27]([O:21][CH2:20][C:17]2[CH:18]=[CH:19][N:14]([C:11]3[CH:12]=[CH:13][C:6]4[N:5]=[C:4]([CH:1]5[CH2:2][CH2:3]5)[N:8]([CH3:9])[C:7]=4[CH:10]=3)[C:15](=[O:22])[CH:16]=2)=[CH:26][CH:25]=1. (2) Given the reactants [CH3:1][O:2][C:3]1[CH:8]=[CH:7][CH:6]=[CH:5][C:4]=1[C:9]1[N:17]2[C:12]([CH:13]=[N:14][C:15](O)=[N:16]2)=[CH:11][CH:10]=1.[NH2:19][C:20]1[CH:25]=[CH:24][C:23]([CH:26]2[N:31]([CH3:32])[CH2:30][CH2:29][N:28]([CH3:33])[C:27]2=[O:34])=[CH:22][CH:21]=1, predict the reaction product. The product is: [CH3:1][O:2][C:3]1[CH:8]=[CH:7][CH:6]=[CH:5][C:4]=1[C:9]1[N:17]2[C:12]([CH:13]=[N:14][C:15]([NH:19][C:20]3[CH:21]=[CH:22][C:23]([CH:26]4[N:31]([CH3:32])[CH2:30][CH2:29][N:28]([CH3:33])[C:27]4=[O:34])=[CH:24][CH:25]=3)=[N:16]2)=[CH:11][CH:10]=1.